From a dataset of Catalyst prediction with 721,799 reactions and 888 catalyst types from USPTO. Predict which catalyst facilitates the given reaction. (1) Reactant: [C:1]([O:5][C:6](=[O:34])[N:7]([C@H:9]([C:11](=[O:33])[NH:12][C@@H:13]1[C:19](=[O:20])[NH:18][C:17]2[CH:21]=[C:22]([O:25][CH2:26][C:27]3[CH:32]=[CH:31][CH:30]=[CH:29][CH:28]=3)[CH:23]=[CH:24][C:16]=2[CH2:15][CH2:14]1)[CH3:10])[CH3:8])([CH3:4])([CH3:3])[CH3:2].[CH2:35](Br)[C:36]1[CH:41]=[CH:40][CH:39]=[CH:38][CH:37]=1.C([O-])([O-])=O.[Cs+].[Cs+].CN(C=O)C. Product: [C:1]([O:5][C:6](=[O:34])[N:7]([C@H:9]([C:11](=[O:33])[NH:12][C@@H:13]1[C:19](=[O:20])[N:18]([CH2:35][C:36]2[CH:41]=[CH:40][CH:39]=[CH:38][CH:37]=2)[C:17]2[CH:21]=[C:22]([O:25][CH2:26][C:27]3[CH:28]=[CH:29][CH:30]=[CH:31][CH:32]=3)[CH:23]=[CH:24][C:16]=2[CH2:15][CH2:14]1)[CH3:10])[CH3:8])([CH3:2])([CH3:3])[CH3:4]. The catalyst class is: 25. (2) Reactant: [F:1][C:2]1[CH:7]=[CH:6][C:5]([N:8]2[C:16]3[C:11](=[CH:12][C:13]([O:17][C@H:18]([C:22]4[CH:27]=[CH:26][CH:25]=[CH:24][CH:23]=4)[C@@H:19]([NH2:21])[CH3:20])=[CH:14][CH:15]=3)[CH:10]=[N:9]2)=[CH:4][CH:3]=1.C(N(CC)CC)C.[CH3:35][C:36]1[C:40]([S:41](Cl)(=[O:43])=[O:42])=[C:39]([CH3:45])[O:38][N:37]=1.O. Product: [F:1][C:2]1[CH:3]=[CH:4][C:5]([N:8]2[C:16]3[C:11](=[CH:12][C:13]([O:17][C@H:18]([C:22]4[CH:23]=[CH:24][CH:25]=[CH:26][CH:27]=4)[C@@H:19]([NH:21][S:41]([C:40]4[C:36]([CH3:35])=[N:37][O:38][C:39]=4[CH3:45])(=[O:43])=[O:42])[CH3:20])=[CH:14][CH:15]=3)[CH:10]=[N:9]2)=[CH:6][CH:7]=1. The catalyst class is: 154. (3) Reactant: [CH3:1][CH:2]1[NH:7][CH2:6][CH2:5][N:4]([C:8]2[C:13]([O:14][CH3:15])=[C:12]3[N:16]([CH:24]4[CH2:26][CH2:25]4)[CH:17]=[C:18]([C:21]([OH:23])=[O:22])[C:19](=[O:20])[C:11]3=[CH:10][C:9]=2[F:27])[CH2:3]1. Product: [CH3:1][CH:2]1[NH:7][CH2:6][CH2:5][N:4]([C:8]2[C:13]([O:14][CH3:15])=[C:12]3[N:16]([CH:24]4[CH2:26][CH2:25]4)[CH:17]=[C:18]([C:21]([OH:23])=[O:22])[C:19](=[O:20])[C:11]3=[CH:10][C:9]=2[F:27])[CH2:3]1.[CH3:1][CH:2]1[NH:7][CH2:6][CH2:5][N:4]([C:8]2[C:13]([O:14][CH3:15])=[C:12]3[N:16]([CH:24]4[CH2:26][CH2:25]4)[CH:17]=[C:18]([C:21]([OH:23])=[O:22])[C:19](=[O:20])[C:11]3=[CH:10][C:9]=2[F:27])[CH2:3]1.[OH2:14].[OH2:14].[OH2:14]. The catalyst class is: 2. (4) Reactant: CN(C)S([N:6]1[C:10]([C:11](=[O:13])[CH3:12])=[CH:9][C:8]([CH2:14][O:15][C:16]2[CH:21]=[CH:20][CH:19]=[CH:18][CH:17]=2)=[N:7]1)(=O)=O.C([O-])(O)=O.[Na+]. Product: [O:15]([CH2:14][C:8]1[CH:9]=[C:10]([C:11](=[O:13])[CH3:12])[NH:6][N:7]=1)[C:16]1[CH:21]=[CH:20][CH:19]=[CH:18][CH:17]=1. The catalyst class is: 209. (5) Reactant: [CH3:1][C:2]1([CH3:18])[O:17][C:6]2=[CH:7][C:8]3[C:9]([CH3:16])=[CH:10][C:11]([CH3:15])=[N:12][C:13]=3[CH:14]=[C:5]2[CH:4]=[CH:3]1.CN1C=CN=C1.Cl[O-].[Na+].S([O-])([O-])(=[O:30])=S.[Na+].[Na+]. Product: [O:30]1[C@@H:4]2[C:5]3[C:6]([O:17][C:2]([CH3:18])([CH3:1])[C@H:3]12)=[CH:7][C:8]1[C:9]([CH3:16])=[CH:10][C:11]([CH3:15])=[N:12][C:13]=1[CH:14]=3. The catalyst class is: 84. (6) Reactant: [C:1]1([CH:7]([C:13]2[CH:18]=[CH:17][CH:16]=[CH:15][CH:14]=2)[N:8]2[CH2:11][CH:10]([OH:12])[CH2:9]2)[CH:6]=[CH:5][CH:4]=[CH:3][CH:2]=1.[H-].[Na+].[Cl:21][C:22]1[CH:29]=[CH:28][C:25]([CH2:26]Cl)=[CH:24][CH:23]=1. Product: [Cl:21][C:22]1[CH:29]=[CH:28][C:25]([CH2:26][O:12][CH:10]2[CH2:11][N:8]([CH:7]([C:1]3[CH:2]=[CH:3][CH:4]=[CH:5][CH:6]=3)[C:13]3[CH:14]=[CH:15][CH:16]=[CH:17][CH:18]=3)[CH2:9]2)=[CH:24][CH:23]=1. The catalyst class is: 3. (7) Product: [CH2:8]([O:9][C:10](=[O:24])[C@H:11]([CH3:23])[NH:12][C:13]1[CH:18]=[CH:17][C:16]2[O:19][CH2:20][CH2:21][O:22][C:15]=2[CH:14]=1)[CH:2]([CH3:3])[CH3:1]. The catalyst class is: 619. Reactant: [CH3:1][CH2:2][C:3](=O)C([O-])=O.[CH3:8][O:9][C:10](=[O:24])[C@H:11]([CH3:23])[NH:12][C:13]1[CH:18]=[CH:17][C:16]2[O:19][CH2:20][CH2:21][O:22][C:15]=2[CH:14]=1. (8) The catalyst class is: 24. Product: [CH3:4][C:5]1[CH:10]=[C:9]([CH3:11])[N:8]=[C:7]([N:12]([CH3:32])[C:13](=[O:14])[CH2:15][NH:16][C:23]2[CH:28]=[CH:27][C:26]([N+:29]([O-:31])=[O:30])=[CH:25][CH:24]=2)[CH:6]=1. Reactant: O.[OH-].[Li+].[CH3:4][C:5]1[CH:10]=[C:9]([CH3:11])[N:8]=[C:7]([N:12]([CH3:32])[C:13]([CH2:15][N:16]([C:23]2[CH:28]=[CH:27][C:26]([N+:29]([O-:31])=[O:30])=[CH:25][CH:24]=2)C(=O)C(F)(F)F)=[O:14])[CH:6]=1.C(O)(=O)C. (9) Product: [CH3:27][O:28][C:29]1[CH:30]=[CH:31][C:32]([S:35]([N:5]2[CH2:6][C:7]3[CH:13]=[C:12]([C:14]([O:16][CH3:17])=[O:15])[CH:11]=[CH:10][C:8]=3[NH:9][C:3](=[O:2])[CH2:4]2)(=[O:37])=[O:36])=[CH:33][CH:34]=1. Reactant: Cl.[O:2]=[C:3]1[NH:9][C:8]2[CH:10]=[CH:11][C:12]([C:14]([O:16][CH3:17])=[O:15])=[CH:13][C:7]=2[CH2:6][NH:5][CH2:4]1.CCN(C(C)C)C(C)C.[CH3:27][O:28][C:29]1[CH:34]=[CH:33][C:32]([S:35](Cl)(=[O:37])=[O:36])=[CH:31][CH:30]=1. The catalyst class is: 1.